From a dataset of Forward reaction prediction with 1.9M reactions from USPTO patents (1976-2016). Predict the product of the given reaction. (1) Given the reactants [CH:1]([O:4][P:5]([C:11]([P:21](=[O:30])([O:26][CH:27]([CH3:29])[CH3:28])[O:22][CH:23]([CH3:25])[CH3:24])([F:20])[CH2:12][C:13]1[CH:18]=[CH:17][N:16]=[C:15](Cl)[CH:14]=1)(=[O:10])[O:6][CH:7]([CH3:9])[CH3:8])([CH3:3])[CH3:2].[NH:31]1[C:39]2[C:34](=[C:35](B(O)O)[CH:36]=[CH:37][CH:38]=2)[CH:33]=[N:32]1, predict the reaction product. The product is: [CH:1]([O:4][P:5]([C:11]([P:21](=[O:30])([O:26][CH:27]([CH3:29])[CH3:28])[O:22][CH:23]([CH3:25])[CH3:24])([F:20])[CH2:12][C:13]1[CH:18]=[CH:17][N:16]=[C:15]([C:35]2[CH:36]=[CH:37][CH:38]=[C:39]3[C:34]=2[CH:33]=[N:32][NH:31]3)[CH:14]=1)(=[O:10])[O:6][CH:7]([CH3:9])[CH3:8])([CH3:3])[CH3:2]. (2) Given the reactants [NH2:1][C:2]1N(C2CCCN(C#N)C2)NC(C2C=CC(OC3C=CC=CC=3)=CC=2)(C(N)=O)C=1.[NH2:31][C:32]1[N:36]([CH:37]2[CH2:42][CH2:41][CH2:40][NH:39][CH2:38]2)[N:35]=[C:34]([C:43]2[CH:44]=[N:45][C:46]([O:49][C:50]3[CH:55]=[CH:54][CH:53]=[CH:52][CH:51]=3)=[CH:47][CH:48]=2)[C:33]=1[C:56]([NH2:58])=[O:57], predict the reaction product. The product is: [NH2:31][C:32]1[N:36]([CH:37]2[CH2:42][CH2:41][CH2:40][N:39]([C:2]#[N:1])[CH2:38]2)[N:35]=[C:34]([C:43]2[CH:44]=[N:45][C:46]([O:49][C:50]3[CH:55]=[CH:54][CH:53]=[CH:52][CH:51]=3)=[CH:47][CH:48]=2)[C:33]=1[C:56]([NH2:58])=[O:57].